This data is from Reaction yield outcomes from USPTO patents with 853,638 reactions. The task is: Predict the reaction yield, written as a fraction of the theoretical maximum amount of product (1.0 means a 100% yield; for example, 0.34 means a 34% yield). (1) The reactants are [CH3:1][O:2][C:3]1[CH:4]=[C:5]2[C:10](=[CH:11][CH:12]=1)[NH:9][C:8](=O)[C:7]([C:14](F)(F)F)=[N:6]2.COC1C=C2C(N=C(C(F)(F)F)C(=O)N2)=CC=1.O=P(Cl)(Cl)[Cl:37]. No catalyst specified. The product is [Cl:37][C:8]1[C:7]([CH3:14])=[N:6][C:5]2[C:10](=[CH:11][CH:12]=[C:3]([O:2][CH3:1])[CH:4]=2)[N:9]=1. The yield is 0.387. (2) The yield is 0.870. The reactants are [NH2:1][CH2:2][C:3]1[CH:8]=[CH:7][CH:6]=[CH:5][C:4]=1[NH2:9].C(N(CC)CC)C.[C:17](Cl)(Cl)=[S:18].[OH-].[K+]. The product is [NH:9]1[C:4]2[C:3](=[CH:8][CH:7]=[CH:6][CH:5]=2)[CH2:2][NH:1][C:17]1=[S:18]. The catalyst is CCOCC. (3) The reactants are [NH2:1][C:2]1[S:3][CH:4]=[CH:5][N:6]=1.[CH3:7][C:8]([O:11][C:12](O[C:12]([O:11][C:8]([CH3:10])([CH3:9])[CH3:7])=[O:13])=[O:13])([CH3:10])[CH3:9].CCN(CC)CC. The catalyst is C1COCC1.CN(C1C=CN=CC=1)C.C(Cl)Cl. The product is [S:3]1[CH:4]=[CH:5][N:6]=[C:2]1[NH:1][C:12](=[O:13])[O:11][C:8]([CH3:10])([CH3:9])[CH3:7]. The yield is 0.720. (4) The reactants are [CH:1]1([CH2:4][O:5][C:6]2[CH:11]=[CH:10][C:9]([S:12]([CH2:15][CH3:16])(=[O:14])=[O:13])=[CH:8][C:7]=2[C:17]2[CH:18]=[C:19]([OH:25])[C:20](=[O:24])[N:21]([CH3:23])[CH:22]=2)[CH2:3][CH2:2]1.FC(F)(F)S(O[CH2:32][C:33]([F:36])([F:35])[F:34])(=O)=O.C([O-])([O-])=O.[Cs+].[Cs+]. The catalyst is CN(C=O)C. The product is [CH:1]1([CH2:4][O:5][C:6]2[CH:11]=[CH:10][C:9]([S:12]([CH2:15][CH3:16])(=[O:14])=[O:13])=[CH:8][C:7]=2[C:17]2[CH:18]=[C:19]([O:25][CH2:32][C:33]([F:36])([F:35])[F:34])[C:20](=[O:24])[N:21]([CH3:23])[CH:22]=2)[CH2:3][CH2:2]1. The yield is 0.470. (5) The reactants are [C:1]([O:9][C@@H:10]1[C@H:14]([CH2:15][O:16][C:17](=[O:24])[C:18]2[CH:23]=[CH:22][CH:21]=[CH:20][CH:19]=2)[O:13][C@H:12]([N:25]2[CH:32]=[CH:31][C:29](=[O:30])[NH:28][C:26]2=[O:27])[C@H:11]1[OH:33])(=[O:8])[C:2]1[CH:7]=[CH:6][CH:5]=[CH:4][CH:3]=1.C1(N=C=NC2CCCCC2)CCCCC1.ClC(Cl)C(O)=O.C(O)(=O)C(O)=O.[BH4-].[Na+]. The catalyst is C(OCC)(=O)C.CO.N1C=CC=CC=1.C1C=CC=CC=1.CS(C)=O. The product is [C:1]([O:9][C@H:10]1[C@H:14]([CH2:15][O:16][C:17](=[O:24])[C:18]2[CH:23]=[CH:22][CH:21]=[CH:20][CH:19]=2)[O:13][C@H:12]([N:25]2[CH:32]=[CH:31][C:29](=[O:30])[NH:28][C:26]2=[O:27])[C@@H:11]1[OH:33])(=[O:8])[C:2]1[CH:7]=[CH:6][CH:5]=[CH:4][CH:3]=1. The yield is 0.660. (6) The reactants are [CH3:1][O:2][N:3]=[CH:4][CH:5]([C:9]1[CH:14]=[CH:13][C:12]([Cl:15])=[CH:11][C:10]=1[Cl:16])[CH2:6][CH2:7][CH3:8].C([BH3-])#N.[Na+]. The catalyst is C(O)(=O)C. The product is [Cl:16][C:10]1[CH:11]=[C:12]([Cl:15])[CH:13]=[CH:14][C:9]=1[CH:5]([CH2:6][CH2:7][CH3:8])[CH2:4][NH:3][O:2][CH3:1]. The yield is 0.790.